This data is from Forward reaction prediction with 1.9M reactions from USPTO patents (1976-2016). The task is: Predict the product of the given reaction. (1) Given the reactants [C:1]([O:5][C:6]([N:8]([CH3:14])[CH2:9][CH2:10][C:11]([OH:13])=[O:12])=[O:7])([CH3:4])([CH3:3])[CH3:2].[C:15]([O-])([O-])=O.[K+].[K+].CI, predict the reaction product. The product is: [C:1]([O:5][C:6]([N:8]([CH3:14])[CH2:9][CH2:10][C:11]([O:13][CH3:15])=[O:12])=[O:7])([CH3:4])([CH3:3])[CH3:2]. (2) Given the reactants [C:1](=[N:14][NH2:15])([C:8]1[CH:13]=[CH:12][CH:11]=[CH:10][CH:9]=1)[C:2]1[CH:7]=[CH:6][CH:5]=[CH:4][CH:3]=1.[F:16][CH:17]([F:26])[C:18](=O)[CH2:19][C:20]([O:22][CH2:23][CH3:24])=[O:21], predict the reaction product. The product is: [C:2]1([C:1](=[N:14][N:15]=[C:18]([CH:17]([F:26])[F:16])[CH2:19][C:20]([O:22][CH2:23][CH3:24])=[O:21])[C:8]2[CH:9]=[CH:10][CH:11]=[CH:12][CH:13]=2)[CH:7]=[CH:6][CH:5]=[CH:4][CH:3]=1. (3) The product is: [CH3:11][O:10][C:9]1[CH:8]=[CH:7][N:6]=[CH:5][C:4]=1[C:3]#[CH:2]. Given the reactants Br[C:2](Br)=[CH:3][C:4]1[CH:5]=[N:6][CH:7]=[CH:8][C:9]=1[O:10][CH3:11].[Li]CCCC.CCCCC.[NH4+].[Cl-], predict the reaction product. (4) The product is: [CH2:17]([O:16][C:14](=[O:15])[CH2:13][O:9][CH2:8][C:4]1[CH:5]=[N:6][CH:7]=[C:2]([Br:1])[CH:3]=1)[C:18]1[CH:23]=[CH:22][CH:21]=[CH:20][CH:19]=1. Given the reactants [Br:1][C:2]1[CH:3]=[C:4]([CH2:8][OH:9])[CH:5]=[N:6][CH:7]=1.[H-].[Na+].Br[CH2:13][C:14]([O:16][CH2:17][C:18]1[CH:23]=[CH:22][CH:21]=[CH:20][CH:19]=1)=[O:15], predict the reaction product. (5) Given the reactants [CH3:1][C:2]1[C:6]([C:7]2[CH:8]=[C:9]3[NH:15][CH:14]=[CH:13][C:10]3=[N:11][CH:12]=2)=[C:5]([CH3:16])[O:4][N:3]=1.[I:17]N1C(=O)CCC1=O.C(=O)([O-])[O-].[K+].[K+], predict the reaction product. The product is: [I:17][C:13]1[C:10]2=[N:11][CH:12]=[C:7]([C:6]3[C:2]([CH3:1])=[N:3][O:4][C:5]=3[CH3:16])[CH:8]=[C:9]2[NH:15][CH:14]=1.